The task is: Regression. Given a peptide amino acid sequence and an MHC pseudo amino acid sequence, predict their binding affinity value. This is MHC class I binding data.. This data is from Peptide-MHC class I binding affinity with 185,985 pairs from IEDB/IMGT. (1) The peptide sequence is IRLRPGGKK. The MHC is HLA-A31:01 with pseudo-sequence HLA-A31:01. The binding affinity (normalized) is 0. (2) The peptide sequence is WIPKRNRSI. The MHC is HLA-A26:01 with pseudo-sequence HLA-A26:01. The binding affinity (normalized) is 0.0847.